From a dataset of KCNQ2 potassium channel screen with 302,405 compounds. Binary Classification. Given a drug SMILES string, predict its activity (active/inactive) in a high-throughput screening assay against a specified biological target. (1) The drug is S(=O)(=O)(N(CC(=O)Nc1c(OC)cccc1)c1ccc(OCC)cc1)c1ccccc1. The result is 0 (inactive). (2) The drug is n1(nc(c(c1N)c1ccccc1)C)c1ccccc1. The result is 0 (inactive). (3) The molecule is Clc1c2c3c(c(=O)n(c(=O)c3ccc2)CC)cc1. The result is 0 (inactive). (4) The compound is s1c(nnc1NC(=O)CSc1n(nnn1)CC)C(C)C. The result is 0 (inactive). (5) The result is 0 (inactive). The compound is S1(=O)(=O)c2c(C(=O)c3c1cccc3)ccc(c2)C(=O)NCCc1ccccc1. (6) The drug is S1(=O)(=O)N(CCOCC1)Cc1ccccc1. The result is 0 (inactive). (7) The compound is [O-][N+](=O)c1cc(c(n2nccc2)cc1)c1n[nH]nn1. The result is 0 (inactive). (8) The drug is Clc1ccc(Nc2ncc([N+]([O-])=O)cc2)cc1. The result is 1 (active).